This data is from Catalyst prediction with 721,799 reactions and 888 catalyst types from USPTO. The task is: Predict which catalyst facilitates the given reaction. (1) Reactant: [N:1]1[CH:6]=[CH:5][CH:4]=[C:3]([CH:7]=O)[CH:2]=1.C(N(CC)CC)C.[NH2:16][CH:17]1[CH2:22][CH2:21][CH:20]([C:23]([O:25][CH3:26])=[O:24])[CH2:19][CH2:18]1. Product: [N:1]1[CH:6]=[CH:5][CH:4]=[C:3]([CH2:7][NH:16][CH:17]2[CH2:18][CH2:19][CH:20]([C:23]([O:25][CH3:26])=[O:24])[CH2:21][CH2:22]2)[CH:2]=1. The catalyst class is: 227. (2) Reactant: [NH2:1][C:2]1[CH:7]=[C:6]([Cl:8])[CH:5]=[C:4]([N+:9]([O-:11])=[O:10])[C:3]=1[OH:12].[C:13](N1C=CN=C1)(N1C=CN=C1)=[O:14]. Product: [Cl:8][C:6]1[CH:5]=[C:4]([N+:9]([O-:11])=[O:10])[C:3]2[O:12][C:13](=[O:14])[NH:1][C:2]=2[CH:7]=1. The catalyst class is: 13.